This data is from NCI-60 drug combinations with 297,098 pairs across 59 cell lines. The task is: Regression. Given two drug SMILES strings and cell line genomic features, predict the synergy score measuring deviation from expected non-interaction effect. (1) Drug 1: COCCOC1=C(C=C2C(=C1)C(=NC=N2)NC3=CC=CC(=C3)C#C)OCCOC.Cl. Drug 2: CC1C(C(CC(O1)OC2CC(CC3=C2C(=C4C(=C3O)C(=O)C5=C(C4=O)C(=CC=C5)OC)O)(C(=O)CO)O)N)O.Cl. Cell line: HCT116. Synergy scores: CSS=51.1, Synergy_ZIP=-1.40, Synergy_Bliss=-2.29, Synergy_Loewe=0.779, Synergy_HSA=2.45. (2) Drug 1: C1=CC(=CC=C1CCC2=CNC3=C2C(=O)NC(=N3)N)C(=O)NC(CCC(=O)O)C(=O)O. Drug 2: C1=CN(C(=O)N=C1N)C2C(C(C(O2)CO)O)O.Cl. Cell line: NCI/ADR-RES. Synergy scores: CSS=30.2, Synergy_ZIP=-8.72, Synergy_Bliss=-8.53, Synergy_Loewe=-7.20, Synergy_HSA=-2.42.